Dataset: TCR-epitope binding with 47,182 pairs between 192 epitopes and 23,139 TCRs. Task: Binary Classification. Given a T-cell receptor sequence (or CDR3 region) and an epitope sequence, predict whether binding occurs between them. The epitope is ALSKGVHFV. The TCR CDR3 sequence is CASSQGSAREKLFF. Result: 0 (the TCR does not bind to the epitope).